Dataset: Peptide-MHC class II binding affinity with 134,281 pairs from IEDB. Task: Regression. Given a peptide amino acid sequence and an MHC pseudo amino acid sequence, predict their binding affinity value. This is MHC class II binding data. (1) The peptide sequence is YRSLQPEEFAVVDLS. The MHC is DRB1_0401 with pseudo-sequence DRB1_0401. The binding affinity (normalized) is 0.206. (2) The peptide sequence is FAGAWCVPKVTFTVE. The MHC is HLA-DPA10301-DPB10402 with pseudo-sequence HLA-DPA10301-DPB10402. The binding affinity (normalized) is 0.176. (3) The peptide sequence is SPEVIPMFSALSE. The MHC is HLA-DPA10201-DPB11401 with pseudo-sequence HLA-DPA10201-DPB11401. The binding affinity (normalized) is 0.213. (4) The peptide sequence is YGGSWKLEGRWDGEE. The MHC is DRB4_0103 with pseudo-sequence DRB4_0103. The binding affinity (normalized) is 0.359. (5) The peptide sequence is HGSEEWEPLTKKGNVWEVKS. The MHC is HLA-DQA10301-DQB10302 with pseudo-sequence HLA-DQA10301-DQB10302. The binding affinity (normalized) is 0.